This data is from Forward reaction prediction with 1.9M reactions from USPTO patents (1976-2016). The task is: Predict the product of the given reaction. (1) Given the reactants [Cl:1][C:2]1[CH:27]=[CH:26][C:5]([C:6]([NH:8][C:9](=[N:20]C(OCC)=O)[N:10]2[CH:14]=[C:13]([C:15]([O:17][CH2:18][CH3:19])=[O:16])[CH:12]=[N:11]2)=[O:7])=[CH:4][C:3]=1[N:28]1[CH2:37][CH2:36][C:35]2[C:30](=[CH:31][CH:32]=[CH:33][CH:34]=2)[CH2:29]1.Cl[Si](C)(C)C, predict the reaction product. The product is: [Cl:1][C:2]1[CH:27]=[C:26]2[C:5]([C:6](=[O:7])[NH:8][C:9]([N:10]3[CH:14]=[C:13]([C:15]([O:17][CH2:18][CH3:19])=[O:16])[CH:12]=[N:11]3)=[N:20]2)=[CH:4][C:3]=1[N:28]1[CH2:37][CH2:36][C:35]2[C:30](=[CH:31][CH:32]=[CH:33][CH:34]=2)[CH2:29]1. (2) The product is: [Cl:33][C:30]1[CH:31]=[CH:32][C:27]([C:24]2[CH:25]=[CH:26][C:21]([CH2:20][C:12]3([S:9]([C:6]4[CH:7]=[CH:8][C:3]([O:2][CH3:1])=[CH:4][CH:5]=4)(=[O:10])=[O:11])[S:16][C:15](=[O:17])[NH:14][C:13]3=[O:18])=[CH:22][CH:23]=2)=[CH:28][CH:29]=1. Given the reactants [CH3:1][O:2][C:3]1[CH:8]=[CH:7][C:6]([S:9]([CH:12]2[S:16][C:15](=[O:17])[NH:14][C:13]2=[O:18])(=[O:11])=[O:10])=[CH:5][CH:4]=1.Br[CH2:20][C:21]1[CH:26]=[CH:25][C:24]([C:27]2[CH:32]=[CH:31][C:30]([Cl:33])=[CH:29][CH:28]=2)=[CH:23][CH:22]=1.C(OCC)C, predict the reaction product.